Dataset: Catalyst prediction with 721,799 reactions and 888 catalyst types from USPTO. Task: Predict which catalyst facilitates the given reaction. (1) Reactant: Cl[C:2]1[CH:9]=[CH:8][C:5]([C:6]#[N:7])=[CH:4][N:3]=1.[CH3:10][N:11]([CH:19]1[CH2:24][CH2:23][NH:22][CH2:21][CH2:20]1)[C:12](=[O:18])[O:13][C:14]([CH3:17])([CH3:16])[CH3:15].C([O-])([O-])=O.[K+].[K+]. Product: [C:14]([O:13][C:12](=[O:18])[N:11]([CH:19]1[CH2:20][CH2:21][N:22]([C:2]2[CH:9]=[CH:8][C:5]([C:6]#[N:7])=[CH:4][N:3]=2)[CH2:23][CH2:24]1)[CH3:10])([CH3:17])([CH3:15])[CH3:16]. The catalyst class is: 3. (2) Reactant: [CH:1]1([C:8]2[CH:13]=[C:12]([CH2:14]O)[CH:11]=[CH:10][C:9]=2[C:16]2[CH:21]=[C:20]([O:22][CH3:23])[CH:19]=[CH:18][C:17]=2[F:24])[CH2:7][CH2:6][CH2:5][CH2:4][CH2:3][CH2:2]1.S(Cl)([Cl:27])=O. Product: [Cl:27][CH2:14][C:12]1[CH:11]=[CH:10][C:9]([C:16]2[CH:21]=[C:20]([O:22][CH3:23])[CH:19]=[CH:18][C:17]=2[F:24])=[C:8]([CH:1]2[CH2:7][CH2:6][CH2:5][CH2:4][CH2:3][CH2:2]2)[CH:13]=1. The catalyst class is: 59. (3) Reactant: [OH:1][CH2:2][C:3]1[CH:4]=[CH:5][C:6]([N:9]([C:17]([O:19][C:20]([CH3:23])([CH3:22])[CH3:21])=[O:18])[C:10]([O:12][C:13]([CH3:16])([CH3:15])[CH3:14])=[O:11])=[N:7][CH:8]=1. Product: [CH:2]([C:3]1[CH:4]=[CH:5][C:6]([N:9]([C:17]([O:19][C:20]([CH3:23])([CH3:22])[CH3:21])=[O:18])[C:10]([O:12][C:13]([CH3:15])([CH3:16])[CH3:14])=[O:11])=[N:7][CH:8]=1)=[O:1]. The catalyst class is: 4. (4) Reactant: [Cl:1][C:2]1[CH:3]=[C:4]2[C:10]([C:11]3[N:16]=[C:15]([NH:17][C@H:18]4[CH2:23][CH2:22][CH2:21][C@@H:20]([O:24][CH3:25])[C@@H:19]4[OH:26])[C:14]([F:27])=[CH:13][N:12]=3)=[CH:9][N:8](S(C3C=CC(C)=CC=3)(=O)=O)[C:5]2=[N:6][CH:7]=1.[Li+].[OH-].Cl.C([O-])(O)=O.[Na+]. Product: [Cl:1][C:2]1[CH:3]=[C:4]2[C:10]([C:11]3[N:16]=[C:15]([NH:17][C@H:18]4[CH2:23][CH2:22][CH2:21][C@@H:20]([O:24][CH3:25])[C@@H:19]4[OH:26])[C:14]([F:27])=[CH:13][N:12]=3)=[CH:9][NH:8][C:5]2=[N:6][CH:7]=1. The catalyst class is: 1. (5) Product: [CH3:16][O:28][N:29]([CH3:33])[C:12]([CH:10]1[CH2:9][N:8]([C:6]([O:5][C:1]([CH3:2])([CH3:3])[CH3:4])=[O:7])[CH2:11]1)=[O:14]. The catalyst class is: 9. Reactant: [C:1]([O:5][C:6]([N:8]1[CH2:11][CH:10]([C:12]([OH:14])=O)[CH2:9]1)=[O:7])([CH3:4])([CH3:3])[CH3:2].Cl.[CH3:16]N(C)CCCN=C=NCC.O.[OH:28][N:29]1[C:33]2C=CC=CC=2N=N1.C(N(CC)C(C)C)(C)C. (6) Reactant: [NH2:1][C:2]1[CH:3]=[CH:4][C:5]2[O:9][CH2:8][C:7](=[O:10])[C:6]=2[CH:11]=1.[CH2:12]([N:14]([CH2:17]C)CC)C.ClC(Cl)([O:22]C(=O)OC(Cl)(Cl)Cl)Cl.CN.C1COCC1. Product: [CH3:12][NH:14][C:17]([NH:1][C:2]1[CH:3]=[CH:4][C:5]2[O:9][CH2:8][C:7](=[O:10])[C:6]=2[CH:11]=1)=[O:22]. The catalyst class is: 2.